The task is: Binary Classification. Given a miRNA mature sequence and a target amino acid sequence, predict their likelihood of interaction.. This data is from Experimentally validated miRNA-target interactions with 360,000+ pairs, plus equal number of negative samples. (1) The miRNA is hsa-miR-548bb-5p with sequence AAAAGUAACUAUGGUUUUUGCC. The protein sequence of the target gene is MAASSSSSSAGGVSGSSVTGSGFSVSDLAPPRKALFTYPKGAGEMLEDGSERFLCESVFSYQVASTLKQVKHDQQVARMEKLAGLVEELEADEWRFKPIEQLLGFTPSSG. Result: 0 (no interaction). (2) The miRNA is hsa-miR-6830-5p with sequence CCAAGGAAGGAGGCUGGACAUC. The protein sequence of the target gene is MARGYGATVSLVLLGLGLALAVIVLAVVLSRHQAPCGPQAFAHAAVAADSKVCSDIGRAILQQQGSPVDATIAALVCTSVVNPQSMGLGGGVIFTIYNVTTGKVEVINARETVPASHAPSLLDQCAQALPLGTGAQWIGVPGELRGYAEAHRRHGRLPWAQLFQPTIALLRGGHVVAPVLSRFLHNSILRPSLQASTLRQLFFNGTEPLRPQDPLPWPALATTLETVATEGVEVFYTGRLGQMLVEDIAKEGSQLTLQDLAKFQPEVVDALEVPLGDYTLYSPPPPAGGAILSFILNVLR.... Result: 0 (no interaction). (3) The miRNA is mmu-miR-6973a-3p with sequence CACUCUAACCCUACCUACCCAU. The protein sequence of the target gene is MEIKNSPSSLTSPASYNCSQSILPLEHGPIYIPSSYVESRHEYSAMTFYSPAVMNYSVPSSTGNLEGGPVRQTASPNVLWPTSGHLSPLATHCQSSLLYAEPQKSPWCEARSLEHTLPVNRETLKRKLGGSGCASPVTSPSAKRDAHFCAVCSDYASGYHYGVWSCEGCKAFFKRSIQGHNDYICPATNQCTIDKNRRKSCQACRLRKCYEVGMVKCGSRRERCGYRIVRRQRSASEQVHCLNKAKRTSGHTPRVKELLLNSLSPEQLVLTLLEAEPPNVLVSRPSMPFTEASMMMSLTK.... Result: 0 (no interaction). (4) The miRNA is hsa-miR-889-5p with sequence AAUGGCUGUCCGUAGUAUGGUC. The protein sequence of the target gene is MIPLEKPGSGGSSPGATSGSGRAGRGLSGPCRPPPPPQARGLLTEIRAVVRTEPFQDGYSLCPGRELGRGKFAVVRKCIKKDSGKEFAAKFMRKRRKGQDCRMEIIHEIAVLELAQDNPWVINLHEVYETASEMILVLEYAAGGEIFDQCVADREEAFKEKDVQRLMRQILEGVHFLHTRDVVHLDLKPQNILLTSESPLGDIKIVDFGLSRILKNSEELREIMGTPEYVAPEILSYDPISMATDMWSIGVLTYVMLTGISPFLGNDKQETFLNISQMNLSYSEEEFDVLSESAVDFIRT.... Result: 0 (no interaction). (5) The miRNA is hsa-miR-3714 with sequence GAAGGCAGCAGUGCUCCCCUGU. The protein sequence of the target gene is MPTALCPRVLAPKESEEPRKMRSPPGENPSPQGELPSPESSRRLFRRFRYQEAAGPREALQRLWDLCGGWLRPERHTKEQILELLVLEQFLAILPREIQSWVRAQEPESGEQAVAAVEALEREPGRPWQWLKHCEDPVVIDDGDSPLDQEQEQLPVEPHSDLAKNQDAQPITLAQCLGLPSRPPSQLSGDPVLQDAFLLQEENVRDTQQVTTLQLPPSRVSPFKDMILCFSEEDWSLLDPAQTGFYGEFIIGEDYGVSMPPNDLAAQPDLSQGEENEPRVPELQDLQGKEVPQVSYLDSP.... Result: 1 (interaction). (6) The miRNA is hsa-miR-3911 with sequence UGUGUGGAUCCUGGAGGAGGCA. The protein sequence of the target gene is MNIDDKLEGLFLKCGGIDEMQSSRTMVVMGGVSGQSTVSGELQDSVLQDRSMPHQEILAADEVLQESEMRQQDMISHDELMVHEETVKNDEEQMETHERLPQGLQYALNVPISVKQEITFTDVSEQLMRDKKQIREPVDLQKKKKRKQRSPAKILTINEDGSLGLKTPKSHVCEHCNAAFRTNYHLQRHVFIHTGEKPFQCSQCDMRFIQKYLLQRHEKIHTGEKPFRCDECGMRFIQKYHMERHKRTHSGEKPYQCEYCLQYFSRTDRVLKHKRMCHENHDKKLNRCAIKGGLLTSEED.... Result: 0 (no interaction). (7) The miRNA is hsa-miR-4695-3p with sequence UGAUCUCACCGCUGCCUCCUUC. The protein sequence of the target gene is MLSGERKEGGSPRFGKLHLPVGLWINSPRKQLAKLGRRWPSAASVKSSSSDTGSRSSEPLPPPPPHVELRRVGAVKAAGGASGSRAKRISQLFRGSGTGTTGSSGAGGPGTPGGAQRWASEKKLPELAAGVAPEPPLATRATAPPGVLKIFGAGLASGANYKSVLATARSTARELVAEALERYGLAGSPGGGPGESSCVDAFALCDALGRPAAAGVGSGEWRAEHLRVLGDSERPLLVQELWRARPGWARRFELRGREEARRLEQEAFGAADSEGTGAPSWRPQKNRSRAASGGAALASP.... Result: 0 (no interaction). (8) The miRNA is hsa-miR-507 with sequence UUUUGCACCUUUUGGAGUGAA. The protein sequence of the target gene is MAVAVGRPSNEELRNLSLSGHVGFDSLPDQLVNKSTSQGFCFNILCVGETGIGKSTLMDTLFNTKFESDPATHNEPGVRLKARSYELQESNVRLKLTIVDTVGFGDQINKDDSYKPIVEYIDAQFEAYLQEELKIKRSLFNYHDTRIHACLYFIAPTGHSLKSLDLVTMKKLDSKVNIIPIIAKADTIAKNELHKFKSKIMSELVSNGVQIYQFPTDEETVAEINATMSVHLPFAVVGSTEEVKIGNKMAKARQYPWGVVQVENENHCDFVKLREMLIRVNMEDLREQTHTRHYELYRRC.... Result: 0 (no interaction).